From a dataset of Full USPTO retrosynthesis dataset with 1.9M reactions from patents (1976-2016). Predict the reactants needed to synthesize the given product. (1) Given the product [C:15]([Si:18]([O:8][C:5]1[CH:6]=[CH:7][C:2]([F:1])=[CH:3][CH:4]=1)([CH3:20])[CH3:19])([CH3:17])([CH3:16])[CH3:14], predict the reactants needed to synthesize it. The reactants are: [F:1][C:2]1[CH:7]=[CH:6][C:5]([OH:8])=[CH:4][CH:3]=1.N1C=CN=C1.[CH3:14][C:15]([Si:18](Cl)([CH3:20])[CH3:19])([CH3:17])[CH3:16]. (2) Given the product [CH2:22]([N:19]1[CH2:20][CH2:21][N:16]([C:12]2[CH:11]=[C:10]([F:24])[C:9]([NH2:8])=[C:14]([F:15])[CH:13]=2)[CH2:17][CH2:18]1)[CH3:23], predict the reactants needed to synthesize it. The reactants are: C([NH:8][C:9]1[C:14]([F:15])=[CH:13][C:12]([N:16]2[CH2:21][CH2:20][N:19]([CH2:22][CH3:23])[CH2:18][CH2:17]2)=[CH:11][C:10]=1[F:24])(OC(C)(C)C)=O.Cl.[OH-].[Na+]. (3) Given the product [OH:29][NH:28][C:11](=[NH:12])[C:10]1[CH:13]=[CH:14][CH:15]=[C:8]([CH:6]2[C:5]([C:16]3[CH:21]=[CH:20][CH:19]=[CH:18][CH:17]=3)=[C:4]([C:22]3[CH:23]=[CH:24][CH:25]=[CH:26][CH:27]=3)[NH:3][C:2](=[O:1])[NH:7]2)[CH:9]=1, predict the reactants needed to synthesize it. The reactants are: [O:1]=[C:2]1[NH:7][CH:6]([C:8]2[CH:9]=[C:10]([CH:13]=[CH:14][CH:15]=2)[C:11]#[N:12])[C:5]([C:16]2[CH:21]=[CH:20][CH:19]=[CH:18][CH:17]=2)=[C:4]([C:22]2[CH:27]=[CH:26][CH:25]=[CH:24][CH:23]=2)[NH:3]1.[NH2:28][OH:29].Cl.C([O-])([O-])=O.[Na+].[Na+]. (4) Given the product [S:1]1[C:5]2[CH:6]=[C:7]([N:10]3[CH2:14][CH2:13][N:12]([C:17]4[CH:18]=[N:19][CH:20]=[CH:21][C:22]=4[CH:23]([F:25])[F:24])[C:11]3=[O:15])[CH:8]=[CH:9][C:4]=2[N:3]=[CH:2]1, predict the reactants needed to synthesize it. The reactants are: [S:1]1[C:5]2[CH:6]=[C:7]([N:10]3[CH2:14][CH2:13][NH:12][C:11]3=[O:15])[CH:8]=[CH:9][C:4]=2[N:3]=[CH:2]1.Br[C:17]1[CH:18]=[N:19][CH:20]=[CH:21][C:22]=1[CH:23]([F:25])[F:24].N[C@@H]1CCCC[C@H]1N.P([O-])([O-])([O-])=O.[K+].[K+].[K+]. (5) Given the product [CH2:1]([N:3]([CH2:4][CH3:5])[CH:25]1[CH2:26][CH2:27][NH:28][CH2:29][CH2:30]1)[CH3:2], predict the reactants needed to synthesize it. The reactants are: [CH2:1]([NH:3][CH2:4][CH3:5])[CH3:2].C(O)(=O)C.C(O[BH-](OC(=O)C)OC(=O)C)(=O)C.[Na+].O=[C:25]1[CH2:30][CH2:29][N:28](C(OCC2C=CC=CC=2)=O)[CH2:27][CH2:26]1.C(=O)([O-])O.[Na+]. (6) Given the product [Br:1][C:2]1[CH:3]=[C:4]2[C:5](=[CH:10][CH:11]=1)[C:6](=[O:8])[N:18]([CH2:17][CH2:16][O:15][CH3:14])[CH2:12]2, predict the reactants needed to synthesize it. The reactants are: [Br:1][C:2]1[CH:11]=[CH:10][C:5]([C:6]([O:8]C)=O)=[C:4]([CH2:12]Br)[CH:3]=1.[CH3:14][O:15][CH2:16][CH2:17][NH2:18]. (7) Given the product [C@H:1]([NH:5][C:6](=[O:7])[C:8]1[CH:27]=[CH:26][CH:25]=[C:10]([CH2:11][N:12]2[CH2:13][CH2:14][NH:15][CH2:16][CH2:17]2)[CH:9]=1)([CH2:3][CH3:4])[CH3:2], predict the reactants needed to synthesize it. The reactants are: [C@H:1]([NH:5][C:6]([C:8]1[CH:9]=[C:10]([CH:25]=[CH:26][CH:27]=1)[CH2:11][N:12]1[CH2:17][CH2:16][N:15](C(OC(C)(C)C)=O)[CH2:14][CH2:13]1)=[O:7])([CH2:3][CH3:4])[CH3:2].FC(F)(F)C(O)=O. (8) Given the product [O:1]1[C:5](/[CH:6]=[CH:7]/[C:8]2[CH:13]=[CH:12][C:11]([NH:14][NH2:15])=[CH:10][CH:9]=2)=[CH:4][N:3]=[CH:2]1, predict the reactants needed to synthesize it. The reactants are: [O:1]1[C:5](/[CH:6]=[CH:7]/[C:8]2[CH:13]=[CH:12][C:11]([NH2:14])=[CH:10][CH:9]=2)=[CH:4][N:3]=[CH:2]1.[N:15]([O-])=O.[Na+].O.O.[Sn](Cl)(Cl)(Cl)Cl.N.